Task: Predict the reaction yield, written as a fraction of the theoretical maximum amount of product (1.0 means a 100% yield; for example, 0.34 means a 34% yield).. Dataset: Reaction yield outcomes from USPTO patents with 853,638 reactions (1) The reactants are [N+:1]([C:4]1[CH:8]=[CH:7][N:6]([CH2:9][CH2:10][N:11]2C(=O)C3C(=CC=CC=3)C2=O)[N:5]=1)([O-:3])=[O:2].O.NN. The catalyst is C(O)C. The product is [N+:1]([C:4]1[CH:8]=[CH:7][N:6]([CH2:9][CH2:10][NH2:11])[N:5]=1)([O-:3])=[O:2]. The yield is 0.800. (2) The reactants are [Si:1]([O:8][CH2:9][C@@H:10]1[CH2:14][C:13]([CH3:15])=[CH:12][N:11]1[C:16]([C:18]1[CH:23]=[C:22]([O:24][CH3:25])[C:21]([O:26][Si:27]([CH:34]([CH3:36])[CH3:35])([CH:31]([CH3:33])[CH3:32])[CH:28]([CH3:30])[CH3:29])=[CH:20][C:19]=1[N+:37]([O-])=O)=[O:17])([C:4]([CH3:7])([CH3:6])[CH3:5])([CH3:3])[CH3:2]. The catalyst is C(O)=O.C(O)C.[Zn]. The product is [NH2:37][C:19]1[CH:20]=[C:21]([O:26][Si:27]([CH:28]([CH3:29])[CH3:30])([CH:34]([CH3:36])[CH3:35])[CH:31]([CH3:33])[CH3:32])[C:22]([O:24][CH3:25])=[CH:23][C:18]=1[C:16]([N:11]1[CH:12]=[C:13]([CH3:15])[CH2:14][C@H:10]1[CH2:9][O:8][Si:1]([C:4]([CH3:7])([CH3:6])[CH3:5])([CH3:2])[CH3:3])=[O:17]. The yield is 0.800.